From a dataset of Reaction yield outcomes from USPTO patents with 853,638 reactions. Predict the reaction yield, written as a fraction of the theoretical maximum amount of product (1.0 means a 100% yield; for example, 0.34 means a 34% yield). (1) The reactants are [Cl:1][C:2]1[CH:3]=[CH:4][C:5]([OH:18])=[C:6]2[C:11]=1[NH:10][C:9](=[O:12])[NH:8][C:7]12[CH2:17][CH2:16][CH2:15][CH2:14][CH2:13]1.F[C:20]1[CH:27]=[CH:26][CH:25]=[CH:24][C:21]=1[C:22]#[N:23]. No catalyst specified. The product is [Cl:1][C:2]1[CH:3]=[CH:4][C:5]([O:18][C:20]2[CH:27]=[CH:26][CH:25]=[CH:24][C:21]=2[C:22]#[N:23])=[C:6]2[C:11]=1[NH:10][C:9](=[O:12])[NH:8][C:7]12[CH2:17][CH2:16][CH2:15][CH2:14][CH2:13]1. The yield is 0.960. (2) The reactants are [C:1](=O)([O-:3])[O-:2].[K+].[K+].Cl[C:8]1[CH:9]=[C:10]2[CH2:16][N:15]([C:17]([O:19][C:20]([CH3:23])([CH3:22])[CH3:21])=[O:18])[C@@H:14]([CH2:24][CH3:25])[C:11]2=[N:12][CH:13]=1.C(O)CCC. The catalyst is CN(C=O)C.C([O-])(=O)C.[Pd+2].C([O-])(=O)C. The product is [C:20]([O:19][C:17]([N:15]1[CH2:16][C:10]2[C:11](=[N:12][CH:13]=[C:8]([C:1]([OH:3])=[O:2])[CH:9]=2)[C@@H:14]1[CH2:24][CH3:25])=[O:18])([CH3:23])([CH3:22])[CH3:21]. The yield is 0.840. (3) The product is [CH3:1][O:2][C:3]1[CH:4]=[C:5]2[C:10](=[CH:11][C:12]=1[O:13][CH3:14])[N:9]=[CH:8][CH:7]=[C:6]2[O:15][C:16]1[C:22]([CH3:23])=[CH:21][C:19]([NH:20][C:43](=[O:49])[O:44][CH2:45][CH2:58][CH2:57][O:56][C:55]2[CH:61]=[CH:62][CH:63]=[C:53]([O:52][CH3:51])[CH:54]=2)=[C:18]([CH3:24])[CH:17]=1. The reactants are [CH3:1][O:2][C:3]1[CH:4]=[C:5]2[C:10](=[CH:11][C:12]=1[O:13][CH3:14])[N:9]=[CH:8][CH:7]=[C:6]2[O:15][C:16]1[C:22]([CH3:23])=[CH:21][C:19]([NH2:20])=[C:18]([CH3:24])[CH:17]=1.C1(C)C=CC=CC=1.C(N(CC)CC)C.ClC(Cl)(O[C:43](=[O:49])[O:44][C:45](Cl)(Cl)Cl)Cl.[CH3:51][O:52][C:53]1[CH:54]=[C:55]([CH:61]=[CH:62][CH:63]=1)[O:56][CH2:57][CH2:58]CO. The yield is 0.720. The catalyst is C(Cl)Cl. (4) The reactants are [Cl-].O[NH3+:3].[C:4](=[O:7])([O-])[OH:5].[Na+].CS(C)=O.[CH2:13]([C:17]1[N:22]2[N:23]=[CH:24][N:25]=[C:21]2[N:20]([C:26]2[CH:31]=[CH:30][C:29]([O:32][CH3:33])=[C:28]([F:34])[CH:27]=2)[C:19](=[O:35])[C:18]=1[CH2:36][C:37]1[CH:42]=[CH:41][C:40]([C:43]2[C:44]([C:49]#[N:50])=[CH:45][CH:46]=[CH:47][CH:48]=2)=[CH:39][CH:38]=1)[CH2:14][CH2:15][CH3:16]. The catalyst is C(OCC)(=O)C. The product is [CH2:13]([C:17]1[N:22]2[N:23]=[CH:24][N:25]=[C:21]2[N:20]([C:26]2[CH:31]=[CH:30][C:29]([O:32][CH3:33])=[C:28]([F:34])[CH:27]=2)[C:19](=[O:35])[C:18]=1[CH2:36][C:37]1[CH:38]=[CH:39][C:40]([C:43]2[CH:48]=[CH:47][CH:46]=[CH:45][C:44]=2[C:49]2[NH:3][C:4](=[O:7])[O:5][N:50]=2)=[CH:41][CH:42]=1)[CH2:14][CH2:15][CH3:16]. The yield is 0.530. (5) The reactants are CNCCNC.[Cl:7][C:8]1[C:12]([NH:13][C:14](=[O:24])[CH2:15][CH2:16][S:17][CH2:18][CH2:19][C:20]([F:23])([F:22])[F:21])=[CH:11][NH:10][N:9]=1.C([O-])([O-])=O.[K+].[K+].Br[C:32]1[CH:33]=[N:34][CH:35]=[CH:36][CH:37]=1. The catalyst is [Cu]I.C(#N)C. The product is [Cl:7][C:8]1[C:12]([NH:13][C:14](=[O:24])[CH2:15][CH2:16][S:17][CH2:18][CH2:19][C:20]([F:21])([F:22])[F:23])=[CH:11][N:10]([C:32]2[CH:33]=[N:34][CH:35]=[CH:36][CH:37]=2)[N:9]=1. The yield is 0.530. (6) The reactants are [OH-].[Na+].[CH3:3][N:4]1[C:8]2[CH:9]=[C:10]([C:13]([O:15]C)=[O:14])[CH:11]=[CH:12][C:7]=2[NH:6][C:5]1=[O:17]. The catalyst is CO. The product is [CH3:3][N:4]1[C:8]2[CH:9]=[C:10]([C:13]([OH:15])=[O:14])[CH:11]=[CH:12][C:7]=2[NH:6][C:5]1=[O:17]. The yield is 0.590.